This data is from CYP2C19 inhibition data for predicting drug metabolism from PubChem BioAssay. The task is: Regression/Classification. Given a drug SMILES string, predict its absorption, distribution, metabolism, or excretion properties. Task type varies by dataset: regression for continuous measurements (e.g., permeability, clearance, half-life) or binary classification for categorical outcomes (e.g., BBB penetration, CYP inhibition). Dataset: cyp2c19_veith. (1) The compound is O=C(NCCN1CCCCC1)c1ccc(I)cc1. The result is 0 (non-inhibitor). (2) The compound is Cc1ccc(S(=O)(=O)OCC(=O)O)cc1. The result is 0 (non-inhibitor). (3) The compound is CC(=O)O[C@H]1CC[C@@]2(C)C(=C[C@@H]([C@@H]3C=C4C[C@H](OC(C)=O)CC[C@@]4(C)C4=C3[C@H]3C[C@H]5O[C@@]6(CC[C@H](C)CO6)[C@H](C)[C@@H]5[C@]3(C)CC4)C3=C2CC[C@@]2(C)[C@@H]3C[C@@H]3O[C@@]4(CC[C@H](C)CO4)[C@@H](C)[C@@H]32)C1. The result is 0 (non-inhibitor). (4) The compound is COc1cc(/C=C/C(=O)O)cc(S(=O)(=O)NCCCO)c1OC. The result is 0 (non-inhibitor).